This data is from Full USPTO retrosynthesis dataset with 1.9M reactions from patents (1976-2016). The task is: Predict the reactants needed to synthesize the given product. Given the product [C:27]([O:26][C:24](=[O:25])[NH:23][C:9]1[CH:10]=[C:11]([C:33]2[CH:38]=[CH:37][CH:36]=[CH:35][C:34]=2[S:39]([C:42]([F:43])([F:44])[F:45])(=[O:40])=[O:41])[CH:12]=[CH:13][C:8]=1[NH:7][C:6]([O:5][C:1]([CH3:3])([CH3:4])[CH3:2])=[O:31])([CH3:30])([CH3:29])[CH3:28], predict the reactants needed to synthesize it. The reactants are: [C:1]([O:5][C:6](=[O:31])[NH:7][C:8]1[CH:13]=[CH:12][C:11](B2OC(C)(C)C(C)(C)O2)=[CH:10][C:9]=1[NH:23][C:24]([O:26][C:27]([CH3:30])([CH3:29])[CH3:28])=[O:25])([CH3:4])([CH3:3])[CH3:2].Cl[C:33]1[CH:38]=[CH:37][CH:36]=[CH:35][C:34]=1[S:39]([C:42]([F:45])([F:44])[F:43])(=[O:41])=[O:40].C(=O)([O-])[O-].[Na+].[Na+].